Dataset: Forward reaction prediction with 1.9M reactions from USPTO patents (1976-2016). Task: Predict the product of the given reaction. (1) Given the reactants Br[CH2:2][C:3]1[C:8]2[S:9][CH:10]=[CH:11][C:7]=2[C:6]([O:12][CH2:13][CH2:14][C:15]2[N:16]=[C:17]([C:21]3[CH:26]=[CH:25][CH:24]=[CH:23][CH:22]=3)[O:18][C:19]=2[CH3:20])=[CH:5][CH:4]=1.[S:27]1[CH2:31][C:30](=[O:32])[NH:29][C:28]1=[O:33], predict the reaction product. The product is: [CH3:20][C:19]1[O:18][C:17]([C:21]2[CH:22]=[CH:23][CH:24]=[CH:25][CH:26]=2)=[N:16][C:15]=1[CH2:14][CH2:13][O:12][C:6]1[C:7]2[CH:11]=[CH:10][S:9][C:8]=2[C:3]([CH2:2][CH:31]2[S:27][C:28](=[O:33])[NH:29][C:30]2=[O:32])=[CH:4][CH:5]=1. (2) Given the reactants C(O)(=O)C.C([O-])(=O)C.[NH4+].[N+:10]([CH3:13])([O-:12])=[O:11].[F:14][C:15]1[CH:22]=[CH:21][C:18]([CH:19]=O)=[CH:17][CH:16]=1, predict the reaction product. The product is: [F:14][C:15]1[CH:22]=[CH:21][C:18](/[CH:19]=[CH:13]/[N+:10]([O-:12])=[O:11])=[CH:17][CH:16]=1. (3) Given the reactants [C:1]([C:4]1[C:22](=[O:23])[C@@:8]2([CH3:24])[C:9]3[C:15]([OH:16])=[CH:14][C:13]([O:17][CH3:18])=[C:12]([C:19]([NH2:21])=[O:20])[C:10]=3[O:11][C:7]2=[CH:6][C:5]=1[OH:25])(=[O:3])[CH3:2].[CH2:26]([O:30][C:31]1[CH:40]=[CH:39][C:38]2[C:33](=[CH:34][CH:35]=[CH:36][CH:37]=2)[C:32]=1[CH:41]=O)[CH2:27][CH2:28][CH3:29].C([SiH](CC)CC)C.FC(F)(F)C(O)=O, predict the reaction product. The product is: [C:1]([C:4]1[C:22](=[O:23])[C@@:8]2([CH3:24])[C:9]3[C:15]([OH:16])=[CH:14][C:13]([O:17][CH3:18])=[C:12]([C:19]([NH:21][CH2:41][C:32]4[C:33]5[C:38](=[CH:37][CH:36]=[CH:35][CH:34]=5)[CH:39]=[CH:40][C:31]=4[O:30][CH2:26][CH2:27][CH2:28][CH3:29])=[O:20])[C:10]=3[O:11][C:7]2=[CH:6][C:5]=1[OH:25])(=[O:3])[CH3:2].